Task: Regression. Given a peptide amino acid sequence and an MHC pseudo amino acid sequence, predict their binding affinity value. This is MHC class I binding data.. Dataset: Peptide-MHC class I binding affinity with 185,985 pairs from IEDB/IMGT The peptide sequence is KTYIDVNEEY. The MHC is HLA-A03:01 with pseudo-sequence HLA-A03:01. The binding affinity (normalized) is 0.307.